This data is from Catalyst prediction with 721,799 reactions and 888 catalyst types from USPTO. The task is: Predict which catalyst facilitates the given reaction. (1) Reactant: [Cl:1][C:2]1[CH:3]=[C:4]([CH2:9][O:10][C:11]2[C:23]([F:24])=[CH:22][C:14]([C:15]([O:17]C(C)(C)C)=[O:16])=[C:13]([F:25])[CH:12]=2)[CH:5]=[N:6][C:7]=1[Cl:8].FC(F)(F)C(O)=O. Product: [Cl:1][C:2]1[CH:3]=[C:4]([CH2:9][O:10][C:11]2[C:23]([F:24])=[CH:22][C:14]([C:15]([OH:17])=[O:16])=[C:13]([F:25])[CH:12]=2)[CH:5]=[N:6][C:7]=1[Cl:8]. The catalyst class is: 4. (2) The catalyst class is: 50. Reactant: C([O:8][CH2:9][CH:10]1[O:24][C:14]2=[C:15]3[C:20](=[CH:21][CH:22]=[C:13]2[O:12][CH2:11]1)[N:19]=[C:18]([CH3:23])[CH:17]=[CH:16]3)C1C=CC=CC=1.C1CCCCC=1. Product: [CH3:23][C:18]1[CH:17]=[CH:16][C:15]2[C:20](=[CH:21][CH:22]=[C:13]3[O:12][CH2:11][C@H:10]([CH2:9][OH:8])[O:24][C:14]3=2)[N:19]=1. (3) Reactant: [C:1]([OH:14])(=O)[C:2]1[CH:12]=[C:9]([O:10][CH3:11])[C:7]([OH:8])=[C:4]([O:5][CH3:6])[CH:3]=1.OC1C2N=NNC=2C=CC=1.C1(N=C=NC2CCCCC2)CCCCC1.[N+:40]([C:43]1[CH:48]=[CH:47][C:46]([N:49]2[CH2:54][CH2:53][NH:52][CH2:51][CH2:50]2)=[CH:45][CH:44]=1)([O-:42])=[O:41].C(NC1CCCCC1)(NC1CCCCC1)=O. Product: [CH3:6][O:5][C:4]1[CH:3]=[C:2]([C:1]([N:52]2[CH2:53][CH2:54][N:49]([C:46]3[CH:45]=[CH:44][C:43]([N+:40]([O-:42])=[O:41])=[CH:48][CH:47]=3)[CH2:50][CH2:51]2)=[O:14])[CH:12]=[C:9]([O:10][CH3:11])[C:7]=1[OH:8]. The catalyst class is: 3. (4) Reactant: [OH:1][C:2]1[CH:7]=[CH:6][CH:5]=[CH:4][C:3]=1[C:8](=[O:10])[CH3:9].C[Si](C)(C)N[Si](C)(C)C.[Li].CO[C:23]([C:25]1[CH:30]=[C:29]([CH3:31])[C:28]([N+:32]([O-:34])=[O:33])=[CH:27][N:26]=1)=O.Cl. Product: [CH3:31][C:29]1[C:28]([N+:32]([O-:34])=[O:33])=[CH:27][N:26]=[C:25]([C:23]2[O:1][C:2]3[C:3]([C:8](=[O:10])[CH:9]=2)=[CH:4][CH:5]=[CH:6][CH:7]=3)[CH:30]=1. The catalyst class is: 7. (5) Reactant: [Cl:1][C:2]1[CH:3]=[C:4]([CH:25]=[CH:26][C:27]=1[O:28][CH3:29])[CH2:5][NH:6][C:7]1[C:8]2[C:20]3[CH:21]=[CH:22][CH:23]=[CH:24][C:19]=3[S:18][C:9]=2[N:10]=[C:11]([CH2:13][CH2:14][C:15](O)=[O:16])[N:12]=1.S(Cl)([Cl:32])=O. Product: [Cl:1][C:2]1[CH:3]=[C:4]([CH:25]=[CH:26][C:27]=1[O:28][CH3:29])[CH2:5][NH:6][C:7]1[C:8]2[C:20]3[CH:21]=[CH:22][CH:23]=[CH:24][C:19]=3[S:18][C:9]=2[N:10]=[C:11]([CH2:13][CH2:14][C:15]([Cl:32])=[O:16])[N:12]=1. The catalyst class is: 4. (6) Reactant: [CH:1]#[C:2][C:3]1[CH:8]=[CH:7][C:6]([OH:9])=[CH:5][CH:4]=1.C1(C)C=CC(S(O)(=O)=O)=CC=1.C(OCC1C=CC=CC=1)=CC.[CH2:32]([O:39][CH:40]([O:43][C:44]1[CH:51]=[CH:50][C:47]([CH:48]=[CH2:49])=[CH:46][CH:45]=1)[CH2:41][CH3:42])[C:33]1[CH:38]=[CH:37][CH:36]=[CH:35][CH:34]=1.OC1C=CC(C=C)=CC=1. Product: [CH2:32]([O:39][CH:40]([O:43][C:44]1[CH:51]=[CH:50][C:47]([CH:48]=[CH2:49])=[CH:46][CH:45]=1)[CH2:41][CH3:42])[C:33]1[CH:34]=[CH:35][CH:36]=[CH:37][CH:38]=1.[OH:9][C:6]1[CH:7]=[CH:8][C:3]([CH:2]=[CH2:1])=[CH:4][CH:5]=1. The catalyst class is: 7. (7) Product: [Cl:26][C:22]1[CH:23]=[C:24]2[C:19](=[CH:20][C:21]=1[O:27][C@@H:28]([C:30]1[CH:35]=[CH:34][CH:33]=[CH:32][N:31]=1)[CH3:29])[NH:18][C:17](=[O:36])[C:16]([C@@H:14]([NH:13][C:2]1[N:7]=[C:6]([O:8][CH3:9])[C:5]([C:10]#[N:11])=[CH:4][N:3]=1)[CH3:15])=[CH:25]2. The catalyst class is: 16. Reactant: Cl[C:2]1[N:7]=[C:6]([O:8][CH3:9])[C:5]([C:10]#[N:11])=[CH:4][N:3]=1.Cl.[NH2:13][C@H:14]([C:16]1[C:17](=[O:36])[NH:18][C:19]2[C:24]([CH:25]=1)=[CH:23][C:22]([Cl:26])=[C:21]([O:27][C@@H:28]([C:30]1[CH:35]=[CH:34][CH:33]=[CH:32][N:31]=1)[CH3:29])[CH:20]=2)[CH3:15].CCN(C(C)C)C(C)C.O.